From a dataset of Reaction yield outcomes from USPTO patents with 853,638 reactions. Predict the reaction yield, written as a fraction of the theoretical maximum amount of product (1.0 means a 100% yield; for example, 0.34 means a 34% yield). (1) The reactants are [C:1](OC(=O)C)(=[O:3])[CH3:2].[OH:8][C:9]1[CH:18]=[C:17]([OH:19])[CH:16]=[CH:15][C:10]=1[C:11]([O:13][CH3:14])=[O:12].O. The catalyst is B(F)(F)F.CCOCC. The product is [C:1]([C:16]1[C:17]([OH:19])=[CH:18][C:9]([OH:8])=[C:10]([CH:15]=1)[C:11]([O:13][CH3:14])=[O:12])(=[O:3])[CH3:2]. The yield is 0.420. (2) The reactants are [CH3:1][C:2]1([CH3:14])[C:11]2[C:6](=[CH:7][CH:8]=[CH:9][CH:10]=2)[CH:5]([CH2:12][NH2:13])[CH2:4][CH2:3]1.F[C:16]1[CH:24]=[N:23][CH:22]=[CH:21][C:17]=1[C:18]([OH:20])=[O:19]. No catalyst specified. The product is [CH3:1][C:2]1([CH3:14])[C:11]2[C:6](=[CH:7][CH:8]=[CH:9][CH:10]=2)[CH:5]([CH2:12][NH:13][C:21]2[CH:22]=[N:23][CH:24]=[CH:16][C:17]=2[C:18]([OH:20])=[O:19])[CH2:4][CH2:3]1. The yield is 0.170.